Dataset: Peptide-MHC class I binding affinity with 185,985 pairs from IEDB/IMGT. Task: Regression. Given a peptide amino acid sequence and an MHC pseudo amino acid sequence, predict their binding affinity value. This is MHC class I binding data. (1) The peptide sequence is FGPFCDALK. The MHC is H-2-Dd with pseudo-sequence H-2-Dd. The binding affinity (normalized) is 0. (2) The peptide sequence is HMMVIFRLM. The MHC is HLA-A02:03 with pseudo-sequence HLA-A02:03. The binding affinity (normalized) is 0.335. (3) The binding affinity (normalized) is 0.237. The peptide sequence is PITYSTYGK. The MHC is Patr-A0101 with pseudo-sequence Patr-A0101. (4) The peptide sequence is TLACFVLAAV. The MHC is HLA-A02:06 with pseudo-sequence HLA-A02:06. The binding affinity (normalized) is 0.860. (5) The peptide sequence is FMYSTAATI. The MHC is HLA-A68:02 with pseudo-sequence HLA-A68:02. The binding affinity (normalized) is 0.198.